Task: Binary Classification. Given a drug SMILES string, predict its activity (active/inactive) in a high-throughput screening assay against a specified biological target.. Dataset: Orexin1 receptor HTS with 218,158 compounds and 233 confirmed actives (1) The drug is s1c(nnc1NC(=O)c1oc(cc1)C)C1CCCCC1. The result is 0 (inactive). (2) The molecule is s1c2CCC(Cc2cc1C(=O)NNC(=S)Nc1c(c(ccc1)C)C)C. The result is 0 (inactive). (3) The result is 1 (active). The compound is o1c(C(=O)Nc2c(cc(N(CC)CC)cc2)C)cc2c1cccc2. (4) The compound is Fc1ccc(CCN2C(=O)/C(=C\NCCCN3CCOCC3)C(=O)NC2=O)cc1. The result is 0 (inactive). (5) The molecule is s1c2c(CCCC2)c2c1nc([nH]c2=O)CCC(=O)Nc1cc(cc(c1)C)C. The result is 0 (inactive). (6) The drug is S=C(N(Cc1c(onc1C)C)c1ccccc1)NCCOC. The result is 0 (inactive).